From a dataset of Forward reaction prediction with 1.9M reactions from USPTO patents (1976-2016). Predict the product of the given reaction. (1) Given the reactants C([O:5][C:6](=[O:44])[CH2:7][N:8]1[C:17]2[C:12](=[C:13]([F:18])[CH:14]=[CH:15][CH:16]=2)[N:11]([C:19](=[O:42])[NH:20][CH2:21][C:22]2[CH:27]=[CH:26][C:25]([C:28]([N:30]3[CH2:36][CH2:35][CH2:34][CH2:33][C:32]4[CH:37]=[CH:38][CH:39]=[CH:40][C:31]3=4)=[O:29])=[CH:24][C:23]=2[CH3:41])[CH2:10][C:9]1=[O:43])(C)(C)C.FC(F)(F)C(O)=O, predict the reaction product. The product is: [F:18][C:13]1[CH:14]=[CH:15][CH:16]=[C:17]2[C:12]=1[N:11]([C:19](=[O:42])[NH:20][CH2:21][C:22]1[CH:27]=[CH:26][C:25]([C:28]([N:30]3[CH2:36][CH2:35][CH2:34][CH2:33][C:32]4[CH:37]=[CH:38][CH:39]=[CH:40][C:31]3=4)=[O:29])=[CH:24][C:23]=1[CH3:41])[CH2:10][C:9](=[O:43])[N:8]2[CH2:7][C:6]([OH:44])=[O:5]. (2) Given the reactants [F:1][C:2]1[C:7]([CH3:8])=[CH:6][C:5]([S:9](Cl)(=[O:11])=[O:10])=[C:4]([N+:13]([O-:15])=[O:14])[CH:3]=1.[NH2:16][C:17]1[CH:18]=[CH:19][CH:20]=[C:21]2[C:26]=1[N:25]=[CH:24][CH:23]=[CH:22]2.N1C=CC=CC=1, predict the reaction product. The product is: [F:1][C:2]1[C:7]([CH3:8])=[CH:6][C:5]([S:9]([NH:16][C:17]2[CH:18]=[CH:19][CH:20]=[C:21]3[C:26]=2[N:25]=[CH:24][CH:23]=[CH:22]3)(=[O:11])=[O:10])=[C:4]([N+:13]([O-:15])=[O:14])[CH:3]=1. (3) Given the reactants [CH2:1]([O:8][C:9]1[CH:18]=[C:17]2[C:12]([C:13]([O:19][C:20]3[CH:25]=[CH:24][C:23]([N+:26]([O-])=O)=[CH:22][C:21]=3[F:29])=[CH:14][CH:15]=[N:16]2)=[CH:11][C:10]=1[O:30][CH3:31])[C:2]1[CH:7]=[CH:6][CH:5]=[CH:4][CH:3]=1.NN, predict the reaction product. The product is: [CH2:1]([O:8][C:9]1[CH:18]=[C:17]2[C:12]([C:13]([O:19][C:20]3[CH:25]=[CH:24][C:23]([NH2:26])=[CH:22][C:21]=3[F:29])=[CH:14][CH:15]=[N:16]2)=[CH:11][C:10]=1[O:30][CH3:31])[C:2]1[CH:7]=[CH:6][CH:5]=[CH:4][CH:3]=1. (4) Given the reactants [CH2:1]([OH:6])[CH2:2][CH2:3][CH2:4][OH:5].[C:7](Cl)(=[O:14])[C:8]1[CH:13]=[CH:12][CH:11]=[CH:10][CH:9]=1, predict the reaction product. The product is: [C:7]([O:5][CH2:4][CH2:3][CH2:2][CH2:1][OH:6])(=[O:14])[C:8]1[CH:13]=[CH:12][CH:11]=[CH:10][CH:9]=1. (5) Given the reactants [Cl:1][C:2]1[CH:3]=[C:4]2[C:8](=[C:9]([C:12]([OH:14])=O)[C:10]=1[F:11])[NH:7][CH:6]=[CH:5]2.[F:15][C:16]1[CH:21]=[CH:20][C:19]([CH2:22][CH2:23][NH:24][CH2:25][C:26]2[CH:31]=[CH:30][C:29]([Si:32]([CH3:35])([CH3:34])[CH3:33])=[CH:28][CH:27]=2)=[CH:18][CH:17]=1, predict the reaction product. The product is: [F:15][C:16]1[CH:17]=[CH:18][C:19]([CH2:22][CH2:23][N:24]([CH2:25][C:26]2[CH:27]=[CH:28][C:29]([Si:32]([CH3:33])([CH3:35])[CH3:34])=[CH:30][CH:31]=2)[C:12]([C:9]2[C:10]([F:11])=[C:2]([Cl:1])[CH:3]=[C:4]3[C:8]=2[NH:7][CH:6]=[CH:5]3)=[O:14])=[CH:20][CH:21]=1. (6) Given the reactants Br[CH2:2][C:3](Br)=[O:4].[CH:6]1([CH2:9][NH:10][CH2:11][CH2:12][CH3:13])[CH2:8][CH2:7]1.[NH2:14][C:15]1[CH:16]=[CH:17][C:18]([Cl:21])=[N:19][CH:20]=1.[C:22]([C:26]1[CH:31]=[CH:30][C:29]([S:32](Cl)(=[O:34])=[O:33])=[CH:28][CH:27]=1)([CH3:25])([CH3:24])[CH3:23], predict the reaction product. The product is: [C:22]([C:26]1[CH:31]=[CH:30][C:29]([S:32]([N:14]([C:15]2[CH:20]=[N:19][C:18]([Cl:21])=[CH:17][CH:16]=2)[CH2:2][C:3]([N:10]([CH2:9][CH:6]2[CH2:8][CH2:7]2)[CH2:11][CH2:12][CH3:13])=[O:4])(=[O:34])=[O:33])=[CH:28][CH:27]=1)([CH3:25])([CH3:23])[CH3:24]. (7) Given the reactants [C:1]([O:9][C:10]([C:14]([F:17])([F:16])[F:15])=[C:11]([F:13])[F:12])(=[O:8])[C:2]1[CH:7]=[CH:6][CH:5]=[CH:4][CH:3]=1.[S:18]([O-:21])([OH:20])=[O:19].[Na+:22].C(OOC(=O)C1C=CC=CC=1)(=O)C1C=CC=CC=1.C1(C)C=CC=CC=1, predict the reaction product. The product is: [F:13][C:11]([F:12])([S:18]([O-:21])(=[O:20])=[O:19])[CH:10]([O:9][C:1](=[O:8])[C:2]1[CH:3]=[CH:4][CH:5]=[CH:6][CH:7]=1)[C:14]([F:16])([F:15])[F:17].[Na+:22].